This data is from Catalyst prediction with 721,799 reactions and 888 catalyst types from USPTO. The task is: Predict which catalyst facilitates the given reaction. (1) Reactant: [N+:1]([C:4]1[CH:5]=[C:6]([CH2:10][C:11](OC)=[O:12])[CH:7]=[CH:8][CH:9]=1)([O-:3])=[O:2].CO.O. Product: [N+:1]([C:4]1[CH:5]=[C:6]([CH2:10][CH2:11][OH:12])[CH:7]=[CH:8][CH:9]=1)([O-:3])=[O:2]. The catalyst class is: 1. (2) Product: [CH3:1][C:2]1[C:7]([CH3:8])=[CH:6][C:5]2[O:9][CH2:17][C:18](=[O:19])[NH:10][C:4]=2[CH:3]=1. The catalyst class is: 794. Reactant: [CH3:1][C:2]1[C:7]([CH3:8])=[CH:6][C:5]([OH:9])=[C:4]([NH2:10])[CH:3]=1.C(=O)(O)[O-].[Na+].Br[CH2:17][C:18](Br)=[O:19].CCOC(C)=O. (3) Reactant: C(OC(=O)[NH:7][C:8]1[CH:13]=[CH:12][C:11]([C:14]2[CH:15]=[N:16][C:17]([O:20][CH2:21][C:22]3[CH:27]=[CH:26][CH:25]=[CH:24][CH:23]=3)=[CH:18][CH:19]=2)=[CH:10][C:9]=1[NH:28][C:29](=[O:39])[CH2:30][C:31]([C:33]1[S:34][CH:35]=[CH:36][C:37]=1[Cl:38])=O)(C)(C)C.C(O)(C(F)(F)F)=O. Product: [CH2:21]([O:20][C:17]1[N:16]=[CH:15][C:14]([C:11]2[CH:12]=[CH:13][C:8]3[N:7]=[C:31]([C:33]4[S:34][CH:35]=[CH:36][C:37]=4[Cl:38])[CH2:30][C:29](=[O:39])[NH:28][C:9]=3[CH:10]=2)=[CH:19][CH:18]=1)[C:22]1[CH:23]=[CH:24][CH:25]=[CH:26][CH:27]=1. The catalyst class is: 2. (4) Reactant: C([O:3][C:4](=[O:42])[CH:5]([O:40][CH3:41])[CH2:6][C:7]1[CH:12]=[CH:11][C:10]([O:13][CH2:14][CH2:15][CH2:16][O:17][C:18]2[CH:23]=[CH:22][C:21]([C:24](=[O:31])[C:25]3[CH:30]=[CH:29][CH:28]=[CH:27][CH:26]=3)=[CH:20][CH:19]=2)=[C:9]([CH:32]=[CH:33][C:34]2[CH:39]=[CH:38][CH:37]=[CH:36][CH:35]=2)[CH:8]=1)C. Product: [OH:31][CH:24]([C:25]1[CH:26]=[CH:27][CH:28]=[CH:29][CH:30]=1)[C:21]1[CH:22]=[CH:23][C:18]([O:17][CH2:16][CH2:15][CH2:14][O:13][C:10]2[CH:11]=[CH:12][C:7]([CH2:6][CH:5]([O:40][CH3:41])[C:4]([OH:42])=[O:3])=[CH:8][C:9]=2[CH2:32][CH2:33][C:34]2[CH:35]=[CH:36][CH:37]=[CH:38][CH:39]=2)=[CH:19][CH:20]=1. The catalyst class is: 8. (5) Reactant: [CH3:1][N:2]([CH3:29])[C:3]([O:5][C:6]1[CH:7]=[C:8]([NH:12][C:13]([C:15]2([CH3:28])[CH2:20][CH2:19][N:18](C(OC(C)(C)C)=O)[CH2:17][CH2:16]2)=[O:14])[CH:9]=[CH:10][CH:11]=1)=[O:4].Cl. Product: [CH3:29][N:2]([CH3:1])[C:3](=[O:4])[O:5][C:6]1[CH:11]=[CH:10][CH:9]=[C:8]([NH:12][C:13]([C:15]2([CH3:28])[CH2:16][CH2:17][NH:18][CH2:19][CH2:20]2)=[O:14])[CH:7]=1. The catalyst class is: 5.